This data is from Peptide-MHC class I binding affinity with 185,985 pairs from IEDB/IMGT. The task is: Regression. Given a peptide amino acid sequence and an MHC pseudo amino acid sequence, predict their binding affinity value. This is MHC class I binding data. (1) The peptide sequence is WSADGSSMY. The MHC is HLA-B57:01 with pseudo-sequence HLA-B57:01. The binding affinity (normalized) is 0.0847. (2) The peptide sequence is ASILSRMAY. The MHC is HLA-A31:01 with pseudo-sequence HLA-A31:01. The binding affinity (normalized) is 0.0847. (3) The peptide sequence is MGVTYLAL. The MHC is H-2-Db with pseudo-sequence H-2-Db. The binding affinity (normalized) is 0.0103. (4) The MHC is HLA-A02:06 with pseudo-sequence HLA-A02:06. The peptide sequence is FIYFGKKQY. The binding affinity (normalized) is 0.558. (5) The peptide sequence is QVIEYLKPY. The MHC is HLA-A25:01 with pseudo-sequence HLA-A25:01. The binding affinity (normalized) is 0.686. (6) The peptide sequence is IVTRIVELL. The MHC is HLA-B40:02 with pseudo-sequence HLA-B40:02. The binding affinity (normalized) is 0.0931.